The task is: Predict which catalyst facilitates the given reaction.. This data is from Catalyst prediction with 721,799 reactions and 888 catalyst types from USPTO. (1) Reactant: CC(C)([O-])C.[K+].[C:7]([C:9]([C:22]1[CH:27]=[CH:26][C:25]([Cl:28])=[C:24]([Cl:29])[CH:23]=1)([CH2:16][CH2:17][C:18]([O:20]C)=O)[CH2:10][CH2:11][C:12]([O:14][CH3:15])=[O:13])#[N:8].CCOC(C)=O.CCCCCCC. Product: [C:7]([C:9]1([C:22]2[CH:27]=[CH:26][C:25]([Cl:28])=[C:24]([Cl:29])[CH:23]=2)[CH2:10][CH:11]([C:12]([O:14][CH3:15])=[O:13])[C:18](=[O:20])[CH2:17][CH2:16]1)#[N:8]. The catalyst class is: 11. (2) The catalyst class is: 286. Product: [Cl:2][C:11]1[C:10]2[C:15](=[CH:16][C:17]([N:18]3[CH2:23][CH2:22][N:21]([CH3:24])[CH2:20][CH2:19]3)=[C:8]([F:7])[CH:9]=2)[N:14]=[C:13]([CH:25]=[CH:26][C:27]2[O:28][C:29]([N+:32]([O-:34])=[O:33])=[CH:30][CH:31]=2)[N:12]=1. Reactant: P(Cl)(Cl)(Cl)(Cl)[Cl:2].[F:7][C:8]1[CH:9]=[C:10]2[C:15](=[CH:16][C:17]=1[N:18]1[CH2:23][CH2:22][N:21]([CH3:24])[CH2:20][CH2:19]1)[N:14]=[C:13]([CH:25]=[CH:26][C:27]1[O:28][C:29]([N+:32]([O-:34])=[O:33])=[CH:30][CH:31]=1)[NH:12][C:11]2=O.C(OCC)C. (3) Reactant: [F:1][C:2]1[CH:11]=[CH:10][C:9]2[N:8]=[CH:7][C:6](=[O:12])[N:5]3[CH2:13][CH:14]([N:16]4[CH2:21][CH2:20][CH:19]([NH:22]C(=O)OC(C)(C)C)[CH2:18][CH2:17]4)[CH2:15][C:3]=1[C:4]=23.CO.Cl.O1CCOCC1. Product: [NH2:22][CH:19]1[CH2:18][CH2:17][N:16]([CH:14]2[CH2:13][N:5]3[C:6](=[O:12])[CH:7]=[N:8][C:9]4[CH:10]=[CH:11][C:2]([F:1])=[C:3]([C:4]=43)[CH2:15]2)[CH2:21][CH2:20]1. The catalyst class is: 4. (4) Reactant: [CH3:1][O:2][C:3]1[CH:11]=[C:10]2[C:6]([CH2:7][CH2:8][C:9]2=O)=[CH:5][C:4]=1[O:13][CH2:14][CH2:15][CH2:16][O:17]C1CCCCO1.[CH3:24][O:25][C:26]1[CH:27]=[C:28]([N:32]=[C:33]=S)[CH:29]=[CH:30][CH:31]=1.C[Si](C)(C)[Si](C)(C)C.[Li].[NH2:44][NH2:45].C(O)(=O)C. Product: [CH3:1][O:2][C:3]1[CH:11]=[C:10]2[C:6]([CH2:7][C:8]3[C:9]2=[N:44][NH:45][C:33]=3[NH:32][C:28]2[CH:29]=[CH:30][CH:31]=[C:26]([O:25][CH3:24])[CH:27]=2)=[CH:5][C:4]=1[O:13][CH2:14][CH2:15][CH2:16][OH:17]. The catalyst class is: 90. (5) Product: [N+:29]([C:12]1[C:11]2[C:15](=[CH:16][CH:17]=[C:9]([C:7]([N:4]3[CH2:5][CH2:6][C@@H:2]([NH:1][C:32](=[O:33])[CH3:34])[CH2:3]3)=[O:8])[CH:10]=2)[NH:14][C:13]=1[C:18]1[C:19](=[O:28])[NH:20][C:21]2[C:26](=[CH:25][CH:24]=[CH:23][CH:22]=2)[N:27]=1)([O-:31])=[O:30]. Reactant: [NH2:1][C@@H:2]1[CH2:6][CH2:5][N:4]([C:7]([C:9]2[CH:10]=[C:11]3[C:15](=[CH:16][CH:17]=2)[NH:14][C:13]([C:18]2[C:19](=[O:28])[NH:20][C:21]4[C:26]([N:27]=2)=[CH:25][CH:24]=[CH:23][CH:22]=4)=[C:12]3[N+:29]([O-:31])=[O:30])=[O:8])[CH2:3]1.[C:32](Cl)([CH3:34])=[O:33]. The catalyst class is: 394. (6) Product: [Br:1][C:2]1[CH:3]=[C:4]([CH:5]2[C:26]3[C:27](=[O:29])[CH2:28][CH:23]([CH2:20][CH2:21][CH3:22])[CH2:24][C:25]=3[NH:19][C:15]([CH3:14])=[C:16]2[C:17]#[N:18])[CH:7]=[C:8]([N+:11]([O-:13])=[O:12])[C:9]=1[OH:10]. Reactant: [Br:1][C:2]1[CH:3]=[C:4]([CH:7]=[C:8]([N+:11]([O-:13])=[O:12])[C:9]=1[OH:10])[CH:5]=O.[CH3:14]/[C:15](/[NH2:19])=[CH:16]\[C:17]#[N:18].[CH2:20]([CH:23]1[CH2:28][C:27](=[O:29])[CH2:26][C:25](=O)[CH2:24]1)[CH2:21][CH3:22]. The catalyst class is: 8. (7) Reactant: [H-].[Na+].[C:3]([CH2:5]P(=O)(OCC)OCC)#[N:4].[Cl:14][C:15]1[CH:16]=[CH:17][C:18]([CH3:23])=[C:19]([CH:22]=1)[CH:20]=O.O. Product: [Cl:14][C:15]1[CH:16]=[CH:17][C:18]([CH3:23])=[C:19]([CH:20]=[CH:5][C:3]#[N:4])[CH:22]=1. The catalyst class is: 1. (8) Reactant: [CH2:1]1[O:12][CH:4]([C:5]2[S:9][C:8](Cl)=[N:7][C:6]=2[Cl:11])[O:3][CH2:2]1.C([Li:17])CCC.[C:18](=[O:20])=[O:19].CC(C)=O.C(=O)=O. Product: [Cl:11][C:6]1[N:7]=[C:8]([C:18]([O-:20])=[O:19])[S:9][C:5]=1[CH:4]1[O:12][CH2:1][CH2:2][O:3]1.[Li+:17]. The catalyst class is: 7. (9) Reactant: [CH3:1][O:2][C:3]1[C:12]([CH3:13])=[C:11]2[C:6]([C:7]([O:23]CC3C=CC(OC)=CC=3)=[CH:8][C:9]([N:14]3[CH:18]=[CH:17][C:16]([C:19]([F:22])([F:21])[F:20])=[N:15]3)=[N:10]2)=[CH:5][CH:4]=1.C([O-])=O.[NH4+]. Product: [OH:23][C:7]1[C:6]2[C:11](=[C:12]([CH3:13])[C:3]([O:2][CH3:1])=[CH:4][CH:5]=2)[N:10]=[C:9]([N:14]2[CH:18]=[CH:17][C:16]([C:19]([F:22])([F:21])[F:20])=[N:15]2)[CH:8]=1. The catalyst class is: 50. (10) Reactant: FC(F)(F)S(O[C:7]1[C:11]2[C:12]([O:16][CH3:17])=[N:13][CH:14]=[CH:15][C:10]=2[N:9]([CH:18]2[CH2:22][CH2:21][CH2:20][CH2:19]2)[N:8]=1)(=O)=O.CC1(C)C(C)(C)OB([C:33]2[CH:34]=[C:35]([C:38]([O:40][CH3:41])=[O:39])[S:36][CH:37]=2)O1.C(=O)([O-])[O-].[Na+].[Na+].O. Product: [CH:18]1([N:9]2[C:10]3[CH:15]=[CH:14][N:13]=[C:12]([O:16][CH3:17])[C:11]=3[C:7]([C:33]3[CH:34]=[C:35]([C:38]([O:40][CH3:41])=[O:39])[S:36][CH:37]=3)=[N:8]2)[CH2:19][CH2:20][CH2:21][CH2:22]1. The catalyst class is: 104.